Dataset: Reaction yield outcomes from USPTO patents with 853,638 reactions. Task: Predict the reaction yield, written as a fraction of the theoretical maximum amount of product (1.0 means a 100% yield; for example, 0.34 means a 34% yield). (1) The reactants are [N+:1]([C:4]1[CH:5]=[C:6]2[C:10](=[CH:11][CH:12]=1)[NH:9][C:8](=[O:13])[CH2:7]2)([O-])=O. The yield is 0.689. The catalyst is C(O)(=O)C.[Pd]. The product is [NH2:1][C:4]1[CH:5]=[C:6]2[C:10](=[CH:11][CH:12]=1)[NH:9][C:8](=[O:13])[CH2:7]2. (2) The product is [CH2:9]=[C:10]([C:2]1[CH:3]=[CH:4][C:5]([NH2:8])=[N:6][CH:7]=1)[CH3:14]. The yield is 0.710. The reactants are Br[C:2]1[CH:3]=[CH:4][C:5]([NH2:8])=[N:6][CH:7]=1.[CH3:9][C:10]1(C)[C:14](C)(C)OB(C(C)=C)O1.C([O-])([O-])=O.[K+].[K+]. The catalyst is COCCOC.O.C(P(C(C)(C)C)C(C)(C)C)(C)(C)C.C(P(C(C)(C)C)C(C)(C)C)(C)(C)C.[Pd].